Dataset: NCI-60 drug combinations with 297,098 pairs across 59 cell lines. Task: Regression. Given two drug SMILES strings and cell line genomic features, predict the synergy score measuring deviation from expected non-interaction effect. (1) Drug 1: CC12CCC(CC1=CCC3C2CCC4(C3CC=C4C5=CN=CC=C5)C)O. Drug 2: CN(C(=O)NC(C=O)C(C(C(CO)O)O)O)N=O. Cell line: SK-MEL-28. Synergy scores: CSS=-1.49, Synergy_ZIP=-1.83, Synergy_Bliss=-5.99, Synergy_Loewe=-7.76, Synergy_HSA=-7.73. (2) Drug 1: CN1C2=C(C=C(C=C2)N(CCCl)CCCl)N=C1CCCC(=O)O.Cl. Drug 2: C1CN(P(=O)(OC1)NCCCl)CCCl. Cell line: NCI-H322M. Synergy scores: CSS=-0.464, Synergy_ZIP=1.09, Synergy_Bliss=0.810, Synergy_Loewe=0.477, Synergy_HSA=-0.850. (3) Drug 1: C1=CC(=C2C(=C1NCCNCCO)C(=O)C3=C(C=CC(=C3C2=O)O)O)NCCNCCO. Drug 2: C1=CC(=CC=C1C#N)C(C2=CC=C(C=C2)C#N)N3C=NC=N3. Cell line: IGROV1. Synergy scores: CSS=36.6, Synergy_ZIP=-13.9, Synergy_Bliss=-4.97, Synergy_Loewe=-29.8, Synergy_HSA=-2.84. (4) Drug 1: CN(C)N=NC1=C(NC=N1)C(=O)N. Cell line: DU-145. Synergy scores: CSS=8.96, Synergy_ZIP=-0.791, Synergy_Bliss=2.18, Synergy_Loewe=0.00117, Synergy_HSA=0.00506. Drug 2: C1=CC(=CC=C1C#N)C(C2=CC=C(C=C2)C#N)N3C=NC=N3.